Dataset: Forward reaction prediction with 1.9M reactions from USPTO patents (1976-2016). Task: Predict the product of the given reaction. (1) Given the reactants [CH3:1][O:2][C:3](=[O:10])[CH2:4][C:5](=[CH2:9])[C:6]([OH:8])=[O:7].N#N, predict the reaction product. The product is: [CH3:1][O:2][C:3](=[O:10])[CH2:4][CH:5]([CH3:9])[C:6]([OH:8])=[O:7]. (2) Given the reactants [Br:1][C:2]1[CH:3]=[C:4]([CH:9]=[CH:10][C:11]=1[CH2:12]Br)[C:5]([O:7][CH3:8])=[O:6].[C:14]([CH:18]1[CH2:23][CH2:22][CH:21]([NH2:24])[CH2:20][CH2:19]1)([CH3:17])([CH3:16])[CH3:15].C(N(CC)C(C)C)(C)C, predict the reaction product. The product is: [Br:1][C:2]1[CH:3]=[C:4]([CH:9]=[CH:10][C:11]=1[CH2:12][NH:24][CH:21]1[CH2:22][CH2:23][CH:18]([C:14]([CH3:17])([CH3:16])[CH3:15])[CH2:19][CH2:20]1)[C:5]([O:7][CH3:8])=[O:6]. (3) Given the reactants [C:1](O)(=[O:3])[CH3:2].[NH2:5][CH2:6][C@@H:7]1[O:11][C:10](=[O:12])[N:9]([C:13]2[CH:18]=[CH:17][C:16]([N:19]3[CH2:24][CH2:23][O:22][CH2:21][CH2:20]3)=[C:15]([F:25])[CH:14]=2)[CH2:8]1.C(OC(=O)C)(=O)C, predict the reaction product. The product is: [CH3:2][C:1]([NH:5][CH2:6][C@@H:7]1[O:11][C:10](=[O:12])[N:9]([C:13]2[CH:18]=[CH:17][C:16]([N:19]3[CH2:20][CH2:21][O:22][CH2:23][CH2:24]3)=[C:15]([F:25])[CH:14]=2)[CH2:8]1)=[O:3]. (4) Given the reactants C(OC[N:9]1[CH:13]=[C:12]([C:14]2[CH:19]=[C:18]([O:20][C:21]3[CH:26]=[CH:25][C:24]([NH:27][C:28]([NH:30][C:31]4[N:35]([CH3:36])[N:34]=[C:33]([C:37]([CH3:40])([CH3:39])[CH3:38])[CH:32]=4)=[O:29])=[C:23]([F:41])[CH:22]=3)[CH:17]=[CH:16][N:15]=2)[N:11]=[N:10]1)(=O)C(C)(C)C.[OH-].[Na+], predict the reaction product. The product is: [NH:9]1[CH:13]=[C:12]([C:14]2[CH:19]=[C:18]([O:20][C:21]3[CH:26]=[CH:25][C:24]([NH:27][C:28]([NH:30][C:31]4[N:35]([CH3:36])[N:34]=[C:33]([C:37]([CH3:39])([CH3:38])[CH3:40])[CH:32]=4)=[O:29])=[C:23]([F:41])[CH:22]=3)[CH:17]=[CH:16][N:15]=2)[N:11]=[N:10]1. (5) Given the reactants Br[C:2]1[CH:7]=[CH:6][C:5]([CH:8]2[S:14][CH2:13][CH2:12][NH:11][C:10]3[N:15]([CH3:24])[N:16]=[C:17]([C:18]4[CH:23]=[CH:22][CH:21]=[CH:20][N:19]=4)[C:9]2=3)=[C:4]([Cl:25])[CH:3]=1.[CH3:26][C:27]([CH3:29])=[O:28].CO, predict the reaction product. The product is: [Cl:25][C:4]1[CH:3]=[C:2]([C:27]([OH:28])([CH3:29])[CH3:26])[CH:7]=[CH:6][C:5]=1[CH:8]1[S:14][CH2:13][CH2:12][NH:11][C:10]2[N:15]([CH3:24])[N:16]=[C:17]([C:18]3[CH:23]=[CH:22][CH:21]=[CH:20][N:19]=3)[C:9]1=2. (6) Given the reactants [C:1]1([P:7](=O)([C:14]2[CH:19]=[CH:18][CH:17]=[CH:16][CH:15]=2)[C:8]2[CH:13]=[CH:12][CH:11]=[CH:10][CH:9]=2)[CH:6]=[CH:5][CH:4]=[CH:3][CH:2]=1.II.C(P(CCCC)CCCC)CCC, predict the reaction product. The product is: [C:14]1([P:7]([C:1]2[CH:2]=[CH:3][CH:4]=[CH:5][CH:6]=2)[C:8]2[CH:13]=[CH:12][CH:11]=[CH:10][CH:9]=2)[CH:15]=[CH:16][CH:17]=[CH:18][CH:19]=1.